From a dataset of Reaction yield outcomes from USPTO patents with 853,638 reactions. Predict the reaction yield, written as a fraction of the theoretical maximum amount of product (1.0 means a 100% yield; for example, 0.34 means a 34% yield). The reactants are [CH2:1]([O:3][C:4](=[O:22])[CH2:5][NH:6][CH2:7][CH2:8][NH:9][S:10]([C:13]1[S:14][C:15]2[CH:21]=[CH:20][CH:19]=[CH:18][C:16]=2[N:17]=1)(=[O:12])=[O:11])[CH3:2].[CH2:23]([O:33][C:34]([NH:36][C:37]1[N:45]=[CH:44][N:43]=[C:42]2[C:38]=1[N:39]=[CH:40][N:41]2[CH2:46][C:47](O)=[O:48])=[O:35])[C:24]1[CH:32]=[CH:31][C:30]2[O:29][CH2:28][O:27][C:26]=2[CH:25]=1. No catalyst specified. The product is [CH2:1]([O:3][C:4](=[O:22])[CH2:5][N:6]([CH2:7][CH2:8][NH:9][S:10]([C:13]1[S:14][C:15]2[CH:21]=[CH:20][CH:19]=[CH:18][C:16]=2[N:17]=1)(=[O:12])=[O:11])[C:47](=[O:48])[CH2:46][N:41]1[CH:40]=[N:39][C:38]2[C:42]1=[N:43][CH:44]=[N:45][C:37]=2[NH:36][C:34]([O:33][CH2:23][C:24]1[CH:32]=[CH:31][C:30]2[O:29][CH2:28][O:27][C:26]=2[CH:25]=1)=[O:35])[CH3:2]. The yield is 0.850.